Dataset: Forward reaction prediction with 1.9M reactions from USPTO patents (1976-2016). Task: Predict the product of the given reaction. The product is: [OH:31][C:16]1[C:17]([CH3:30])=[CH:18][C:19]([C:2]2[N:7]=[N:6][C:5]([O:8][CH3:9])=[C:4]([C:10](=[O:13])[CH2:11][CH3:12])[CH:3]=2)=[CH:20][C:15]=1[CH3:14]. Given the reactants Cl[C:2]1[N:7]=[N:6][C:5]([O:8][CH3:9])=[C:4]([C:10](=[O:13])[CH2:11][CH3:12])[CH:3]=1.[CH3:14][C:15]1[CH:20]=[C:19](B2OC(C)(C)C(C)(C)O2)[CH:18]=[C:17]([CH3:30])[C:16]=1[OH:31].C(=O)([O-])[O-].[Na+].[Na+].C(OCC)(=O)C, predict the reaction product.